From a dataset of Peptide-MHC class II binding affinity with 134,281 pairs from IEDB. Regression. Given a peptide amino acid sequence and an MHC pseudo amino acid sequence, predict their binding affinity value. This is MHC class II binding data. (1) The MHC is H-2-IAd with pseudo-sequence H-2-IAd. The binding affinity (normalized) is 0.558. The peptide sequence is KMIGGIGGFIKVRQYDQILI. (2) The peptide sequence is MTETLLVQNANPDCKSIL. The MHC is HLA-DPA10201-DPB10101 with pseudo-sequence HLA-DPA10201-DPB10101. The binding affinity (normalized) is 0.232. (3) The binding affinity (normalized) is 0.191. The MHC is DRB1_0802 with pseudo-sequence DRB1_0802. The peptide sequence is NFSLGAAVKAGAALL. (4) The peptide sequence is QFKPEEITGIMKDLD. The MHC is DRB1_1501 with pseudo-sequence DRB1_1501. The binding affinity (normalized) is 0.0509. (5) The peptide sequence is YVDEHLMCEIEGHHL. The MHC is DRB1_0802 with pseudo-sequence DRB1_0802. The binding affinity (normalized) is 0.0991. (6) The peptide sequence is VPDHVVWSLFNTL. The MHC is HLA-DQA10102-DQB10602 with pseudo-sequence HLA-DQA10102-DQB10602. The binding affinity (normalized) is 0.0908. (7) The peptide sequence is SIYGAKFADENFIKK. The MHC is DRB3_0101 with pseudo-sequence DRB3_0101. The binding affinity (normalized) is 0.306. (8) The peptide sequence is RLIHSLSNVKNQSLG. The MHC is H-2-IAb with pseudo-sequence H-2-IAb. The binding affinity (normalized) is 0.166.